Dataset: Forward reaction prediction with 1.9M reactions from USPTO patents (1976-2016). Task: Predict the product of the given reaction. (1) The product is: [Cl:1][C:2]1[CH:7]=[CH:6][CH:5]=[CH:4][C:3]=1[S:8]([NH:11][C:12](=[O:13])[NH:21][C@@H:22]([CH2:36][C:37]1[CH:42]=[CH:41][CH:40]=[CH:39][CH:38]=1)[C:23]([N:25]([C:27]1[CH:28]=[C:29]2[C:33](=[CH:34][CH:35]=1)[CH2:32][CH2:31][CH2:30]2)[CH3:26])=[O:24])(=[O:10])=[O:9]. Given the reactants [Cl:1][C:2]1[CH:7]=[CH:6][CH:5]=[CH:4][C:3]=1[S:8]([N:11]=[C:12]=[O:13])(=[O:10])=[O:9].C(O)(C(F)(F)F)=O.[NH2:21][C@@H:22]([CH2:36][C:37]1[CH:42]=[CH:41][CH:40]=[CH:39][CH:38]=1)[C:23]([N:25]([C:27]1[CH:28]=[C:29]2[C:33](=[CH:34][CH:35]=1)[CH2:32][CH2:31][CH2:30]2)[CH3:26])=[O:24].C(N(CC)CC)C, predict the reaction product. (2) Given the reactants [F:1][C:2]([F:7])([F:6])[C:3](O)=[O:4].[C:8]1([CH:14]([C:23]2[CH:28]=[CH:27][CH:26]=[CH:25][CH:24]=2)[N:15]2[CH2:18][CH:17]([NH:19][CH:20]([CH3:22])[CH3:21])[CH2:16]2)[CH:13]=[CH:12][CH:11]=[CH:10][CH:9]=1.C(N(CC)CC)C.[Cl-].[NH4+], predict the reaction product. The product is: [C:23]1([CH:14]([C:8]2[CH:9]=[CH:10][CH:11]=[CH:12][CH:13]=2)[N:15]2[CH2:18][CH:17]([N:19]([CH:20]([CH3:22])[CH3:21])[C:3](=[O:4])[C:2]([F:7])([F:6])[F:1])[CH2:16]2)[CH:24]=[CH:25][CH:26]=[CH:27][CH:28]=1. (3) Given the reactants CON(C)C(C1C(NS(C2C=CC(Cl)=C(C(F)(F)F)C=2)(=O)=O)=CC=CN=1)=O.C(=O)([O-])[O-].[K+].[K+].COCCl.[CH3:38][O:39][N:40]([CH3:68])[C:41]([C:43]1[C:48]([N:49]([CH2:64][O:65][CH3:66])[S:50]([C:53]2[CH:58]=[CH:57][C:56]([Cl:59])=[C:55]([C:60]([F:63])([F:62])[F:61])[CH:54]=2)(=[O:52])=[O:51])=[CH:47][C:46](Cl)=[CH:45][N:44]=1)=[O:42], predict the reaction product. The product is: [CH3:38][O:39][N:40]([CH3:68])[C:41]([C:43]1[C:48]([N:49]([S:50]([C:53]2[CH:58]=[CH:57][C:56]([Cl:59])=[C:55]([C:60]([F:63])([F:62])[F:61])[CH:54]=2)(=[O:51])=[O:52])[CH2:64][O:65][CH3:66])=[CH:47][CH:46]=[CH:45][N:44]=1)=[O:42].